Dataset: Full USPTO retrosynthesis dataset with 1.9M reactions from patents (1976-2016). Task: Predict the reactants needed to synthesize the given product. (1) Given the product [NH2:18][C:17]1[NH:16][C:14](=[O:15])[C:13]2[N:12]([CH2:23][CH:22]=[CH2:21])[CH:11]=[N:10][C:20]=2[N:19]=1, predict the reactants needed to synthesize it. The reactants are: [C@@H]1([N:10]2[C:20]3[N:19]=[C:17]([NH2:18])[NH:16][C:14](=[O:15])[C:13]=3[N:12]=[CH:11]2)O[C@H](CO)[C@@H](O)[C@H]1O.[CH2:21](Br)[CH:22]=[CH2:23].Cl.[OH-].[Na+]. (2) The reactants are: C[N:2](C)/[CH:3]=[CH:4]/[C:5]([C:7]1[C:12](=[O:13])[CH:11]=[CH:10][N:9]([C:14]2[CH:19]=[CH:18][CH:17]=[C:16]([O:20][C:21]([F:24])([F:23])[F:22])[CH:15]=2)[N:8]=1)=O.[NH:26]([C:28]1[CH:29]=[C:30]([NH:34][C:35](=[O:37])[CH3:36])[CH:31]=[CH:32][CH:33]=1)N. Given the product [O:13]=[C:12]1[CH:11]=[CH:10][N:9]([C:14]2[CH:19]=[CH:18][CH:17]=[C:16]([O:20][C:21]([F:24])([F:23])[F:22])[CH:15]=2)[N:8]=[C:7]1[C:5]1[N:26]([C:28]2[CH:29]=[C:30]([NH:34][C:35](=[O:37])[CH3:36])[CH:31]=[CH:32][CH:33]=2)[N:2]=[CH:3][CH:4]=1, predict the reactants needed to synthesize it. (3) Given the product [CH3:33][N:34]([CH3:35])[C:10]([C@@H:9]1[CH2:13][C@@H:14]([OH:16])[CH2:15][N:8]1[C:6]([O:5][C:1]([CH3:4])([CH3:3])[CH3:2])=[O:7])=[O:11], predict the reactants needed to synthesize it. The reactants are: [C:1]([O:5][C:6]([N:8]1[CH2:15][C@H:14]([OH:16])[CH2:13][C@H:9]1[C:10](O)=[O:11])=[O:7])([CH3:4])([CH3:3])[CH3:2].C1C=CC2N(O)N=NC=2C=1.O.C(Cl)CCl.Cl.[CH3:33][NH:34][CH3:35]. (4) Given the product [C:33](=[O:34])([O-:36])[O-:35].[Ce+3:2].[Sm+3:6].[C:33](=[O:34])([O-:36])[O-:35].[C:33](=[O:34])([O-:36])[O-:35], predict the reactants needed to synthesize it. The reactants are: [O-2].[Ce+3:2].[O-2].[O-2].[Ce+3].[Sm:6].[N+]([O-])([O-])=O.[Ce+3].[N+]([O-])([O-])=O.[N+]([O-])([O-])=O.[N+]([O-])([O-])=O.[Sm+3].[N+]([O-])([O-])=O.[N+]([O-])([O-])=O.[C:33](=[O:36])([O-:35])[OH:34].[NH4+]. (5) Given the product [C:12]([C:9]1[CH:8]=[CH:7][CH:6]=[C:5]2[C:10]=1[N:11]=[C:2]([NH:16][C:17]([CH3:28])([CH3:27])[CH2:18][NH:19][C:20](=[O:26])[O:21][C:22]([CH3:24])([CH3:23])[CH3:25])[C:3]([CH3:15])=[N:4]2)(=[O:14])[CH3:13], predict the reactants needed to synthesize it. The reactants are: F[C:2]1[C:3]([CH3:15])=[N:4][C:5]2[C:10]([N:11]=1)=[C:9]([C:12](=[O:14])[CH3:13])[CH:8]=[CH:7][CH:6]=2.[NH2:16][C:17]([CH3:28])([CH3:27])[CH2:18][NH:19][C:20](=[O:26])[O:21][C:22]([CH3:25])([CH3:24])[CH3:23].CCN(C(C)C)C(C)C. (6) Given the product [CH3:1][O:2][C:3]1[CH:9]=[CH:8][C:7]([N+:10]([O-:12])=[O:11])=[CH:6][C:4]=1[NH:5][C:20](=[O:21])[O:22][C:23]([CH3:26])([CH3:25])[CH3:24], predict the reactants needed to synthesize it. The reactants are: [CH3:1][O:2][C:3]1[CH:9]=[CH:8][C:7]([N+:10]([O-:12])=[O:11])=[CH:6][C:4]=1[NH2:5].C(N(CC)CC)C.[C:20](O[C:20]([O:22][C:23]([CH3:26])([CH3:25])[CH3:24])=[O:21])([O:22][C:23]([CH3:26])([CH3:25])[CH3:24])=[O:21].